Dataset: Full USPTO retrosynthesis dataset with 1.9M reactions from patents (1976-2016). Task: Predict the reactants needed to synthesize the given product. (1) The reactants are: [Br:1][CH:2]([CH2:6][CH3:7])[C:3](Br)=[O:4].Cl.[CH2:9]([O:16][NH2:17])[C:10]1[CH:15]=[CH:14][CH:13]=[CH:12][CH:11]=1. Given the product [Br:1][CH:2]([CH2:6][CH3:7])[C:3]([NH:17][O:16][CH2:9][C:10]1[CH:15]=[CH:14][CH:13]=[CH:12][CH:11]=1)=[O:4], predict the reactants needed to synthesize it. (2) Given the product [Cl:26][C:27]1[CH:28]=[C:29]([C:33]2[CH:46]=[C:45]3[C:36]([O:37][C@@H:38]4[C@@H:43]([C:44]53[CH2:50][O:49][C:48]([NH2:51])=[N:47]5)[CH2:42][CH:41]([O:52][CH2:53][CH:54]3[CH2:55][CH2:56]3)[CH2:40][CH2:39]4)=[CH:35][CH:34]=2)[CH:30]=[N:31][CH:32]=1, predict the reactants needed to synthesize it. The reactants are: BrC1C=C2C(O[C@@H]3[C@@H](C42COC(N)=N4)CC(OCC2CC2)CC3)=CC=1.[Cl:26][C:27]1[CH:28]=[C:29]([C:33]2[CH:46]=[C:45]3[C:36]([O:37][C@@H:38]4[C@@H:43]([C@@:44]53[CH2:50][O:49][C:48]([NH2:51])=[N:47]5)[CH2:42][CH:41]([O:52][CH2:53][CH:54]3[CH2:56][CH2:55]3)[CH2:40][CH2:39]4)=[CH:35][CH:34]=2)[CH:30]=[N:31][CH:32]=1. (3) Given the product [F:1][C:2]1[C:3]([C@@H:8]([NH:20][C:21]([C:23]2[CH:32]=[CH:31][C:26]([C:27]([OH:29])=[O:28])=[CH:25][N:24]=2)=[O:22])[C:9]2[CH:14]=[CH:13][C:12]([O:15][C:16]([F:19])([F:17])[F:18])=[CH:11][CH:10]=2)=[N:4][CH:5]=[CH:6][CH:7]=1, predict the reactants needed to synthesize it. The reactants are: [F:1][C:2]1[C:3]([C@@H:8]([NH:20][C:21]([C:23]2[CH:32]=[CH:31][C:26]([C:27]([O:29]C)=[O:28])=[CH:25][N:24]=2)=[O:22])[C:9]2[CH:14]=[CH:13][C:12]([O:15][C:16]([F:19])([F:18])[F:17])=[CH:11][CH:10]=2)=[N:4][CH:5]=[CH:6][CH:7]=1.Cl.FC(F)(F)C1C=CC([C@@H](C2C(C(F)(F)F)=CC=CN=2)N)=CC=1.COOC(C1C=CC(C(O)=O)=NC=1)=O.O.[OH-].[Li+]. (4) Given the product [Cl:2][C:3]1[CH:4]=[CH:5][C:6]([C:7]([CH:40]2[CH2:36][CH2:35][N:34]([C:18]3[N:23]([CH3:24])[C:22](=[O:25])[CH:21]=[C:20]([C:26]4[CH:31]=[CH:30][N:29]=[CH:28][CH:27]=4)[N:19]=3)[CH2:37][CH2:38]2)=[O:8])=[CH:15][CH:16]=1, predict the reactants needed to synthesize it. The reactants are: Cl.[Cl:2][C:3]1[CH:16]=[CH:15][C:6]([C:7](N2CCCCC2)=[O:8])=[CH:5][CH:4]=1.Cl[C:18]1[N:23]([CH3:24])[C:22](=[O:25])[CH:21]=[C:20]([C:26]2[CH:31]=[CH:30][N:29]=[CH:28][CH:27]=2)[N:19]=1.C([N:34]([CH2:37][CH3:38])[CH2:35][CH3:36])C.O.[CH3:40]N(C)C=O. (5) Given the product [F:7][C:8]1[CH:13]=[CH:12][C:11]([NH:14][C:34](=[O:35])[CH2:33][C:28]2[NH:29][C:30](=[O:32])[CH:31]=[C:26]([N:20]3[CH2:25][CH2:24][O:23][CH2:22][CH2:21]3)[N:27]=2)=[C:10]([O:15][CH2:16][CH2:17][O:18][CH3:19])[CH:9]=1, predict the reactants needed to synthesize it. The reactants are: N1C=CC=CC=1.[F:7][C:8]1[CH:13]=[CH:12][C:11]([NH2:14])=[C:10]([O:15][CH2:16][CH2:17][O:18][CH3:19])[CH:9]=1.[N:20]1([C:26]2[N:27]=[C:28]([CH2:33][C:34]([O-])=[O:35])[NH:29][C:30](=[O:32])[CH:31]=2)[CH2:25][CH2:24][O:23][CH2:22][CH2:21]1.[Na+]. (6) Given the product [N:1]1([C:7]2[C:8]3[NH:23][CH:22]=[C:21]([CH2:24][N:26]4[CH2:30][CH2:29][CH2:28][CH2:27]4)[C:9]=3[N:10]=[C:11]([C:13]3[CH:14]=[C:15]([CH2:19][OH:20])[CH:16]=[CH:17][CH:18]=3)[N:12]=2)[CH2:6][CH2:5][O:4][CH2:3][CH2:2]1, predict the reactants needed to synthesize it. The reactants are: [N:1]1([C:7]2[C:8]3[NH:23][CH:22]=[CH:21][C:9]=3[N:10]=[C:11]([C:13]3[CH:14]=[C:15]([CH2:19][OH:20])[CH:16]=[CH:17][CH:18]=3)[N:12]=2)[CH2:6][CH2:5][O:4][CH2:3][CH2:2]1.[CH2:24]=O.[NH:26]1[CH2:30][CH2:29][CH2:28][CH2:27]1. (7) Given the product [Br:1][C:2]1[C:3]([N:23]2[CH2:29][CH2:28][CH2:27][NH:26][CH2:25][CH2:24]2)=[N:4][CH:5]=[C:6]([CH:21]=1)[C:7]([NH:9][C:10]1[CH:15]=[CH:14][C:13]([O:16][C:17]([F:20])([F:19])[F:18])=[CH:12][CH:11]=1)=[O:8], predict the reactants needed to synthesize it. The reactants are: [Br:1][C:2]1[C:3](Cl)=[N:4][CH:5]=[C:6]([CH:21]=1)[C:7]([NH:9][C:10]1[CH:15]=[CH:14][C:13]([O:16][C:17]([F:20])([F:19])[F:18])=[CH:12][CH:11]=1)=[O:8].[NH:23]1[CH2:29][CH2:28][CH2:27][NH:26][CH2:25][CH2:24]1.CC(O)C.CCN(C(C)C)C(C)C.